Dataset: Full USPTO retrosynthesis dataset with 1.9M reactions from patents (1976-2016). Task: Predict the reactants needed to synthesize the given product. (1) Given the product [NH2:12][C:3]1[C:2]([CH3:1])=[CH:11][C:6]2[NH:7][C:8](=[O:10])[O:9][C:5]=2[CH:4]=1, predict the reactants needed to synthesize it. The reactants are: [CH3:1][C:2]1[CH:3]=[CH:4][C:5]2[O:9][C:8](=[O:10])[NH:7][C:6]=2[CH:11]=1.[N+:12]([O-])(O)=O. (2) Given the product [N+:14]([C:7]1[CH:8]=[CH:9][CH:12]=[CH:13][CH:6]=1)([O-:16])=[O:15], predict the reactants needed to synthesize it. The reactants are: CC(C)CCN[C:6]1[CH:13]=[CH:12][C:9](C#N)=[CH:8][C:7]=1[N+:14]([O-:16])=[O:15].[H-].[Na+].CI. (3) Given the product [F:12][C:10]1[CH:9]=[C:8]2[C:3]([CH:4]=[CH:5][C:6]([CH3:13])=[N:7]2)=[C:2]([S:15][CH3:14])[CH:11]=1, predict the reactants needed to synthesize it. The reactants are: F[C:2]1[CH:11]=[C:10]([F:12])[CH:9]=[C:8]2[C:3]=1[CH:4]=[CH:5][C:6]([CH3:13])=[N:7]2.[CH3:14][S-:15].[Na+]. (4) Given the product [C:25]([C:22]1[CH:23]=[CH:24][C:16]([C:15]2[C:10]([CH2:9][OH:8])=[C:11]([NH:34][C:35]([C:37]3[S:38][CH:39]=[CH:40][N:41]=3)=[O:36])[CH:12]=[CH:13][CH:14]=2)=[C:17]2[C:21]=1[NH:20][C:19]([C:28]1[CH:29]=[N:30][N:31]([CH3:33])[CH:32]=1)=[CH:18]2)(=[O:27])[NH2:26], predict the reactants needed to synthesize it. The reactants are: [Si]([O:8][CH2:9][C:10]1[C:15]([C:16]2[CH:24]=[CH:23][C:22]([C:25](=[O:27])[NH2:26])=[C:21]3[C:17]=2[CH:18]=[C:19]([C:28]2[CH:29]=[N:30][N:31]([CH3:33])[CH:32]=2)[NH:20]3)=[CH:14][CH:13]=[CH:12][C:11]=1[NH:34][C:35]([C:37]1[S:38][CH:39]=[CH:40][N:41]=1)=[O:36])(C(C)(C)C)(C)C.S1C=CN=C1C(O)=O.[Si](OCC1C(B2OC(C)(C)C(C)(C)O2)=CC=CC=1N)(C(C)(C)C)(C)C.Cl. (5) Given the product [CH2:6]([O:25][C:22]1([C:3]#[C:2][CH2:1][O:4][CH3:5])[CH2:23][CH2:24][C:19]([N:18]([CH3:32])[CH3:17])([C:26]2[CH:27]=[CH:28][CH:29]=[CH:30][CH:31]=2)[CH2:20][CH2:21]1)[CH3:7], predict the reactants needed to synthesize it. The reactants are: [CH2:1]([O:4][CH3:5])[C:2]#[CH:3].[CH2:6]([Li])[CH2:7]CC.CCCCCC.[CH3:17][N:18]([CH3:32])[C:19]1([C:26]2[CH:31]=[CH:30][CH:29]=[CH:28][CH:27]=2)[CH2:24][CH2:23][C:22](=[O:25])[CH2:21][CH2:20]1.[Br-].[Li+].C(I)C. (6) Given the product [O:7]1[C:12]2[CH:13]=[CH:14][C:15]([CH:17]([OH:23])[CH2:18][CH2:19][CH2:20][OH:21])=[CH:16][C:11]=2[O:10][CH2:9][CH2:8]1, predict the reactants needed to synthesize it. The reactants are: [H-].[Al+3].[Li+].[H-].[H-].[H-].[O:7]1[C:12]2[CH:13]=[CH:14][C:15]([C:17](=[O:23])[CH2:18][CH2:19][C:20](O)=[O:21])=[CH:16][C:11]=2[O:10][CH2:9][CH2:8]1. (7) Given the product [NH2:21][C:22]1[S:23][C:2]2[CH:7]=[CH:6][C:5]([S:8]([OH:11])(=[O:10])=[O:9])=[CH:4][C:3]=2[N:12]=1, predict the reactants needed to synthesize it. The reactants are: N[C:2]1[CH:7]=[CH:6][C:5]([S:8]([OH:11])(=[O:10])=[O:9])=[CH:4][C:3]=1[N+:12]([O-])=O.S(=O)(=O)(O)O.[NH4+].[N:21]#[C:22][S-:23].Cl.